Dataset: Full USPTO retrosynthesis dataset with 1.9M reactions from patents (1976-2016). Task: Predict the reactants needed to synthesize the given product. (1) Given the product [CH3:27][O:28][CH2:29][CH2:30][NH:31][CH2:2][C:3]([NH:5][C:6]1[CH:26]=[CH:25][C:9]2[N:10]=[C:11]([NH:14][C@H:15]3[C:24]4[C:19](=[CH:20][CH:21]=[CH:22][CH:23]=4)[CH2:18][CH2:17][CH2:16]3)[O:12][CH2:13][C:8]=2[CH:7]=1)=[O:4], predict the reactants needed to synthesize it. The reactants are: Cl[CH2:2][C:3]([NH:5][C:6]1[CH:26]=[CH:25][C:9]2[N:10]=[C:11]([NH:14][C@H:15]3[C:24]4[C:19](=[CH:20][CH:21]=[CH:22][CH:23]=4)[CH2:18][CH2:17][CH2:16]3)[O:12][CH2:13][C:8]=2[CH:7]=1)=[O:4].[CH3:27][O:28][CH2:29][CH2:30][NH2:31]. (2) Given the product [Cl:5][CH2:6][C:7]([C:13]1[CH:14]=[C:15]([CH3:16])[N:11]([CH3:10])[C:12]=1[CH3:17])=[O:8], predict the reactants needed to synthesize it. The reactants are: [Cl-].[Al+3].[Cl-].[Cl-].[Cl:5][CH2:6][C:7](Cl)=[O:8].[CH3:10][N:11]1[C:15]([CH3:16])=[CH:14][CH:13]=[C:12]1[CH3:17].[Cl-]. (3) Given the product [Cl:34][C:29]1[CH:28]=[C:27]([CH2:26][CH2:25][NH:24][C:2]2[N:7]=[C:6]([C:8]3[CH:23]=[CH:22][CH:21]=[C:10]([CH2:11][NH:12][CH2:13][CH2:14][C:15]4[CH:16]=[N:17][CH:18]=[CH:19][CH:20]=4)[CH:9]=3)[CH:5]=[CH:4][N:3]=2)[CH:32]=[CH:31][C:30]=1[OH:33], predict the reactants needed to synthesize it. The reactants are: Cl[C:2]1[N:7]=[C:6]([C:8]2[CH:9]=[C:10]([CH:21]=[CH:22][CH:23]=2)[CH2:11][NH:12][CH2:13][CH2:14][C:15]2[CH:16]=[N:17][CH:18]=[CH:19][CH:20]=2)[CH:5]=[CH:4][N:3]=1.[NH2:24][CH2:25][CH2:26][C:27]1[CH:32]=[CH:31][C:30]([OH:33])=[C:29]([Cl:34])[CH:28]=1. (4) Given the product [F:1][C:2]1[CH:7]=[CH:6][CH:5]=[C:4]([F:8])[C:3]=1[N:9]1[C:13]([CH:14]=[O:15])=[CH:12][N:11]=[CH:10]1, predict the reactants needed to synthesize it. The reactants are: [F:1][C:2]1[CH:7]=[CH:6][CH:5]=[C:4]([F:8])[C:3]=1[N:9]1[C:13]([CH2:14][OH:15])=[CH:12][N:11]=[CH:10]1. (5) Given the product [F:31][C:32]1[CH:33]=[C:34]([S:39]([N:42]([CH3:44])[CH3:43])(=[O:41])=[O:40])[CH:35]=[CH:36][C:37]=1[O:1][C:2]1[CH:3]=[C:4]([C:14]2[NH:15][C:16]([C:19]3[S:20][CH:21]=[CH:22][N:23]=3)=[CH:17][CH:18]=2)[CH:5]=[C:6]([O:8][C@@H:9]([CH3:13])[CH2:10][O:11][CH3:12])[CH:7]=1, predict the reactants needed to synthesize it. The reactants are: [OH:1][C:2]1[CH:3]=[C:4]([C:14]2[N:15](C(OC(C)(C)C)=O)[C:16]([C:19]3[S:20][CH:21]=[CH:22][N:23]=3)=[CH:17][CH:18]=2)[CH:5]=[C:6]([O:8][C@@H:9]([CH3:13])[CH2:10][O:11][CH3:12])[CH:7]=1.[F:31][C:32]1[CH:33]=[C:34]([S:39]([N:42]([CH3:44])[CH3:43])(=[O:41])=[O:40])[CH:35]=[CH:36][C:37]=1F.[H-].[Na+].[Cl-].[NH4+]. (6) Given the product [N:1]1([C:7]2[N:12]=[CH:11][C:10]([S:13]([NH2:17])(=[O:15])=[O:14])=[CH:9][CH:8]=2)[CH2:6][CH2:5][O:4][CH2:3][CH2:2]1, predict the reactants needed to synthesize it. The reactants are: [N:1]1([C:7]2[N:12]=[CH:11][C:10]([S:13](Cl)(=[O:15])=[O:14])=[CH:9][CH:8]=2)[CH2:6][CH2:5][O:4][CH2:3][CH2:2]1.[NH3:17]. (7) Given the product [F:11][C:12]1[C:20]2[C:16](=[CH:17][N:18]([CH3:21])[N:19]=2)[C:15]([CH:22]=[O:23])=[CH:14][CH:13]=1, predict the reactants needed to synthesize it. The reactants are: CS(C)=O.C(Cl)(=O)C(Cl)=O.[F:11][C:12]1[C:20]2[C:16](=[CH:17][N:18]([CH3:21])[N:19]=2)[C:15]([CH2:22][OH:23])=[CH:14][CH:13]=1.C(N(CC)CC)C. (8) Given the product [F:3][C:4]1[CH:22]=[CH:21][C:7]([CH2:8][C:9]2[C:10]([CH3:20])=[C:11]([OH:19])[C:12]([C:15]([NH:1][OH:2])=[O:16])=[N:13][CH:14]=2)=[CH:6][CH:5]=1, predict the reactants needed to synthesize it. The reactants are: [NH2:1][OH:2].[F:3][C:4]1[CH:22]=[CH:21][C:7]([CH2:8][C:9]2[C:10]([CH3:20])=[C:11]([OH:19])[C:12]([C:15](OC)=[O:16])=[N:13][CH:14]=2)=[CH:6][CH:5]=1.